This data is from Forward reaction prediction with 1.9M reactions from USPTO patents (1976-2016). The task is: Predict the product of the given reaction. (1) Given the reactants [N+:1]([C:4]1[C:5]([C:9]([OH:11])=[O:10])=[N:6][NH:7][CH:8]=1)([O-:3])=[O:2].S(Cl)(Cl)=O.[CH3:16]O, predict the reaction product. The product is: [CH3:16][O:10][C:9]([C:5]1[C:4]([N+:1]([O-:3])=[O:2])=[CH:8][NH:7][N:6]=1)=[O:11]. (2) Given the reactants [Cl:1][C:2]1[CH:31]=[CH:30][CH:29]=[C:28]([C:32]([F:35])([F:34])[F:33])[C:3]=1[C:4]([N:6]1[C:10]2=[CH:11][N:12]=[C:13]([NH:15][CH3:16])[CH:14]=[C:9]2[C:8]([C:17]2[CH:26]=[CH:25][C:20]([C:21]([O:23]C)=[O:22])=[CH:19][C:18]=2[F:27])=[CH:7]1)=[O:5].O.O[Li].O.Cl, predict the reaction product. The product is: [Cl:1][C:2]1[CH:31]=[CH:30][CH:29]=[C:28]([C:32]([F:33])([F:34])[F:35])[C:3]=1[C:4]([N:6]1[C:10]2=[CH:11][N:12]=[C:13]([NH:15][CH3:16])[CH:14]=[C:9]2[C:8]([C:17]2[CH:26]=[CH:25][C:20]([C:21]([OH:23])=[O:22])=[CH:19][C:18]=2[F:27])=[CH:7]1)=[O:5]. (3) Given the reactants [F:1][C:2]1[CH:3]=[C:4]([CH:8]=[CH:9][C:10]=1[N+:11]([O-:13])=[O:12])[C:5]([OH:7])=O.[CH3:14][C:15]1[CH:16]=[C:17]([CH:19]=[CH:20][C:21]=1[CH3:22])[NH2:18].F[P-](F)(F)(F)(F)F.N1(O[P+](N(C)C)(N(C)C)N(C)C)C2C=CC=CC=2N=N1.CCN(C(C)C)C(C)C.[OH-].[Na+], predict the reaction product. The product is: [CH3:14][C:15]1[CH:16]=[C:17]([NH:18][C:5](=[O:7])[C:4]2[CH:8]=[CH:9][C:10]([N+:11]([O-:13])=[O:12])=[C:2]([F:1])[CH:3]=2)[CH:19]=[CH:20][C:21]=1[CH3:22]. (4) The product is: [C:30]([C:2]1[CH:3]=[C:4]([C:8]2[C:9]3[N:10]([C:24]([CH2:27][CH3:28])=[CH:25][CH:26]=3)[N:11]=[C:12]([CH3:23])[C:13]=2[CH2:14][CH2:15][CH2:16][CH2:17][C:18]([O:20][CH2:21][CH3:22])=[O:19])[CH:5]=[N:6][CH:7]=1)#[N:31]. Given the reactants Br[C:2]1[CH:3]=[C:4]([C:8]2[C:9]3[N:10]([C:24]([CH2:27][CH3:28])=[CH:25][CH:26]=3)[N:11]=[C:12]([CH3:23])[C:13]=2[CH2:14][CH2:15][CH2:16][CH2:17][C:18]([O:20][CH2:21][CH3:22])=[O:19])[CH:5]=[N:6][CH:7]=1.[Cu][C:30]#[N:31], predict the reaction product.